This data is from Reaction yield outcomes from USPTO patents with 853,638 reactions. The task is: Predict the reaction yield, written as a fraction of the theoretical maximum amount of product (1.0 means a 100% yield; for example, 0.34 means a 34% yield). (1) The reactants are C[O:2][C:3](=O)[C:4]1[CH:9]=[CH:8][C:7]([NH:10][C:11](=[O:26])[CH:12]([C:19]2[CH:24]=[CH:23][C:22]([Cl:25])=[CH:21][CH:20]=2)[CH2:13][CH:14]2[CH2:18][CH2:17][CH2:16][CH2:15]2)=[N:6][CH:5]=1.[H-].[Al+3].[Li+].[H-].[H-].[H-]. The catalyst is O1CCCC1. The product is [Cl:25][C:22]1[CH:21]=[CH:20][C:19]([CH:12]([CH2:13][CH:14]2[CH2:15][CH2:16][CH2:17][CH2:18]2)[C:11]([NH:10][C:7]2[CH:8]=[CH:9][C:4]([CH2:3][OH:2])=[CH:5][N:6]=2)=[O:26])=[CH:24][CH:23]=1. The yield is 0.161. (2) The reactants are [CH2:1]([C:3]1[CH:8]=[CH:7][C:6]([CH2:9][C:10]([O:12][CH2:13][CH3:14])=[O:11])=[CH:5][C:4]=1[O:15]C)[CH3:2].B(Br)(Br)Br. The catalyst is C(Cl)Cl. The product is [CH2:13]([O:12][C:10](=[O:11])[CH2:9][C:6]1[CH:7]=[CH:8][C:3]([CH2:1][CH3:2])=[C:4]([OH:15])[CH:5]=1)[CH3:14]. The yield is 0.710. (3) The reactants are [C:1]([C:3]1[N:8]=[C:7]([CH2:9][CH2:10][C:11]([O:13][C:14]([CH3:17])([CH3:16])[CH3:15])=[O:12])[CH:6]=[C:5]([CH3:18])[CH:4]=1)#[N:2].[C:19](OC)(=[O:27])[C:20]1[C:21](=[CH:23][CH:24]=[CH:25][CH:26]=1)[SH:22].C(N(CC)CC)C. The catalyst is C1(C)C=CC=CC=1. The product is [CH3:18][C:5]1[CH:4]=[C:3]([C:1]2[S:22][C:21]3[CH:23]=[CH:24][CH:25]=[CH:26][C:20]=3[C:19](=[O:27])[N:2]=2)[N:8]=[C:7]([CH2:9][CH2:10][C:11]([O:13][C:14]([CH3:15])([CH3:17])[CH3:16])=[O:12])[CH:6]=1. The yield is 0.540.